Predict the product of the given reaction. From a dataset of Forward reaction prediction with 1.9M reactions from USPTO patents (1976-2016). (1) Given the reactants Br[C:2]1[CH:3]=[N:4][CH:5]=[CH:6][CH:7]=1.C(N(CC)CC)C.[CH3:15][C:16]([OH:20])([C:18]#[CH:19])[CH3:17].C(OCC)(=O)C, predict the reaction product. The product is: [CH3:15][C:16]([OH:20])([C:18]#[C:19][C:2]1[CH:3]=[N:4][CH:5]=[CH:6][CH:7]=1)[CH3:17]. (2) Given the reactants [Br:1][C:2]1[C:3](=[O:19])[NH:4][C:5]([CH3:18])=[CH:6][C:7]=1[O:8][CH2:9][C:10]1[CH:15]=[CH:14][C:13]([F:16])=[CH:12][C:11]=1[F:17].[H-].[Na+].[CH3:22][O:23][C:24]([C:26]1[O:27][C:28]([CH2:31]Cl)=[CH:29][CH:30]=1)=[O:25].C(#N)C.O, predict the reaction product. The product is: [Br:1][C:2]1[C:3](=[O:19])[N:4]([CH2:31][C:28]2[O:27][C:26]([C:24]([O:23][CH3:22])=[O:25])=[CH:30][CH:29]=2)[C:5]([CH3:18])=[CH:6][C:7]=1[O:8][CH2:9][C:10]1[CH:15]=[CH:14][C:13]([F:16])=[CH:12][C:11]=1[F:17].